Regression. Given two drug SMILES strings and cell line genomic features, predict the synergy score measuring deviation from expected non-interaction effect. From a dataset of NCI-60 drug combinations with 297,098 pairs across 59 cell lines. (1) Drug 1: CC1OCC2C(O1)C(C(C(O2)OC3C4COC(=O)C4C(C5=CC6=C(C=C35)OCO6)C7=CC(=C(C(=C7)OC)O)OC)O)O. Drug 2: CC1CC(C(C(C=C(C(C(C=CC=C(C(=O)NC2=CC(=O)C(=C(C1)C2=O)OC)C)OC)OC(=O)N)C)C)O)OC. Cell line: HT29. Synergy scores: CSS=73.9, Synergy_ZIP=2.45, Synergy_Bliss=0.716, Synergy_Loewe=-0.437, Synergy_HSA=3.68. (2) Drug 1: COC1=C2C(=CC3=C1OC=C3)C=CC(=O)O2. Drug 2: CC1C(C(CC(O1)OC2CC(CC3=C2C(=C4C(=C3O)C(=O)C5=C(C4=O)C(=CC=C5)OC)O)(C(=O)CO)O)N)O.Cl. Cell line: U251. Synergy scores: CSS=39.8, Synergy_ZIP=-0.465, Synergy_Bliss=-1.38, Synergy_Loewe=-1.92, Synergy_HSA=1.38. (3) Drug 1: CC1C(C(CC(O1)OC2CC(CC3=C2C(=C4C(=C3O)C(=O)C5=C(C4=O)C(=CC=C5)OC)O)(C(=O)C)O)N)O.Cl. Drug 2: CC1C(C(CC(O1)OC2CC(CC3=C2C(=C4C(=C3O)C(=O)C5=CC=CC=C5C4=O)O)(C(=O)C)O)N)O. Cell line: HOP-92. Synergy scores: CSS=54.6, Synergy_ZIP=14.6, Synergy_Bliss=16.2, Synergy_Loewe=7.28, Synergy_HSA=16.7. (4) Drug 1: COC1=C(C=C2C(=C1)N=CN=C2NC3=CC(=C(C=C3)F)Cl)OCCCN4CCOCC4. Drug 2: CCC1=CC2CC(C3=C(CN(C2)C1)C4=CC=CC=C4N3)(C5=C(C=C6C(=C5)C78CCN9C7C(C=CC9)(C(C(C8N6C)(C(=O)OC)O)OC(=O)C)CC)OC)C(=O)OC.C(C(C(=O)O)O)(C(=O)O)O. Cell line: OVCAR-8. Synergy scores: CSS=45.6, Synergy_ZIP=-2.79, Synergy_Bliss=2.51, Synergy_Loewe=3.01, Synergy_HSA=4.87. (5) Drug 1: C1=NC2=C(N1)C(=S)N=C(N2)N. Drug 2: CC1CCCC2(C(O2)CC(NC(=O)CC(C(C(=O)C(C1O)C)(C)C)O)C(=CC3=CSC(=N3)C)C)C. Cell line: PC-3. Synergy scores: CSS=18.5, Synergy_ZIP=-10.0, Synergy_Bliss=-1.81, Synergy_Loewe=-2.71, Synergy_HSA=-2.32. (6) Drug 1: C1C(C(OC1N2C=NC3=C(N=C(N=C32)Cl)N)CO)O. Drug 2: CCC1(C2=C(COC1=O)C(=O)N3CC4=CC5=C(C=CC(=C5CN(C)C)O)N=C4C3=C2)O.Cl. Cell line: DU-145. Synergy scores: CSS=68.1, Synergy_ZIP=-7.34, Synergy_Bliss=-8.49, Synergy_Loewe=-5.38, Synergy_HSA=-3.65.